This data is from Peptide-MHC class II binding affinity with 134,281 pairs from IEDB. The task is: Regression. Given a peptide amino acid sequence and an MHC pseudo amino acid sequence, predict their binding affinity value. This is MHC class II binding data. (1) The peptide sequence is AWMSAAAAQAEQAAT. The MHC is HLA-DQA10501-DQB10301 with pseudo-sequence HLA-DQA10501-DQB10301. The binding affinity (normalized) is 0.656. (2) The peptide sequence is AFKVAATAANAYPAN. The MHC is DRB1_0802 with pseudo-sequence DRB1_0802. The binding affinity (normalized) is 0.651. (3) The peptide sequence is DAAFKVAATAANAAPANDK. The MHC is DRB1_0401 with pseudo-sequence DRB1_0401. The binding affinity (normalized) is 0.522. (4) The peptide sequence is MTDPHAMRDMAGRFE. The MHC is HLA-DQA10102-DQB10602 with pseudo-sequence HLA-DQA10102-DQB10602. The binding affinity (normalized) is 0.277. (5) The peptide sequence is TYGDKWLDAKSTWYG. The MHC is DRB1_1001 with pseudo-sequence DRB1_1001. The binding affinity (normalized) is 0.413.